From a dataset of Peptide-MHC class II binding affinity with 134,281 pairs from IEDB. Regression. Given a peptide amino acid sequence and an MHC pseudo amino acid sequence, predict their binding affinity value. This is MHC class II binding data. The peptide sequence is MSMASSSSSSLLAMA. The MHC is DRB1_0405 with pseudo-sequence DRB1_0405. The binding affinity (normalized) is 0.210.